This data is from Experimentally validated miRNA-target interactions with 360,000+ pairs, plus equal number of negative samples. The task is: Binary Classification. Given a miRNA mature sequence and a target amino acid sequence, predict their likelihood of interaction. (1) The miRNA is hsa-miR-6516-3p with sequence AUCAUGUAUGAUACUGCAAACA. Result: 0 (no interaction). The protein sequence of the target gene is MVFRSPLDLYSSHFLLPNFADSHHCSLLLASSGGGSGASGGGGGAGGGGGGNRAGGGGAGGAGGGSGGGGSRAPPEELSMFQLPTLNFSPEQVASVCETLEETGDIERLGRFLWSLPVAPGACEAINKHESILRARAVVAFHTGNFRDLYHILENHKFTKESHGKLQAMWLEAHYQEAEKLRGRPLGPVDKYRVRKKFPLPRTIWDGEQKTHCFKERTRSLLREWYLQDPYPNPSKKRELAQATGLTPTQVGNWFKNRRQRDRAAAAKNRLQHQAIGPSGMRSLAEPGCPTHGSAESPST.... (2) The miRNA is mmu-miR-590-3p with sequence UAAUUUUAUGUAUAAGCUAGU. The protein sequence of the target gene is MAPARQELQHESRCRPSRTVDAWRAAVATRGRHMETPGYRRRTRCGGWGLPRSVSSLAAVGLLCTALTTFICWGQLPPLPWASPAPQRLVGVLLWWEPFRGRGGYPKSPPDCSLRFNISGCRLLTDRAAYGEAQAVLFHHRDLVKELHDWPPPWGARERTDKALVLRVFDDQEGAVTLTGKALETVGSRPPGQRWVWMNFESPSHTPGLRGLAKDLFNWTLSYRTDSDVFVPYGFLYSRSDPTEQPSGLGPQLARKRGLVAWVVSNWNEHQARVRYYHQLSRHVSVDVFGRTGPGRPVPA.... Result: 0 (no interaction). (3) The miRNA is hsa-miR-6779-5p with sequence CUGGGAGGGGCUGGGUUUGGC. The protein sequence of the target gene is MAAWGRRRLGPGSSGGSARERVSLSATDCYIVHEIYNGENAQDQFEYELEQALEAQYKYIVIEPTRIGDETARWITVGNCLHKTAVLAGTACLFTPLALPLDYSHYISLPAGVLSLACCTLYGISWQFDPCCKYQVEYDAYKLSRLPLHTLTSSTPVVLVRKDDLHRKRLHNTIALAALVYCVKKIYELYAV. Result: 1 (interaction). (4) The miRNA is hsa-miR-432-5p with sequence UCUUGGAGUAGGUCAUUGGGUGG. The protein sequence of the target gene is MATPAGLERWVQDELHSVLGLSERHVAQFLIGTAQRCTSAEEFVQRLRDTDTLDLSGPARDFALRLWNKVPRKAVVEKPARAAEREARALLEKNRSYRLLEDSEESSEETVSRAGSSLQKKRKKRKHLRKKREEEEEEEASEKGKKKTGGSKQQTEKPESEDEWERTERERLQDLEERDAFAERVRQRDKDRTRNVLERSDKKAYEEAQKRLKMAEEDRKAMVPELRKKSRREYLAKREREKLEDLEAELADEEFLFGDVELSRHERQELKYKRRVRDLAREYRAAGEQEKLEATNRYHM.... Result: 1 (interaction). (5) The miRNA is hsa-miR-6894-3p with sequence UUGCCUGCCCUCUUCCUCCAG. The protein sequence of the target gene is MGPCSGSRLGPPEAESPSQPPKRRKKRYLRHDKPPYTYLAMIALVIQAAPSRRLKLAQIIRQVQAVFPFFREDYEGWKDSIRHNLSSNRCFRKVPKDPAKPQAKGNFWAVDVSLIPAEALRLQNTALCRRWQNGGARGAFAKDLGPYVLHGRPYRPPSPPPPPSEGFSIKSLLGGSGEGAPWPGLAPQSSPVPAGTGNSGEEAVPTPPLPSSERPLWPLCPLPGPTRVEGETVQGGAIGPSTLSPEPRAWPLHLLQGTAVPGGRSSGGHRASLWGQLPTSYLPIYTPNVVMPLAPPPTSC.... Result: 1 (interaction). (6) The miRNA is hsa-miR-3194-3p with sequence AGCUCUGCUGCUCACUGGCAGU. The protein sequence of the target gene is MELKQSLSTHLEAEKPLRRYGAVEETAWKTERLGRNQLDIISMAETTMMPEEIELEMAKIQRLREVLVRRESELRFMMDDIQLCKDIMDLKQELQNLVAIPEKEKTKLQKQREDELIQKIHKLVQKRDFLVDDAEVERLREQEEDKEMADFLRIKLKPLDKVTKSPASSRAEKKAEPPPSKPTVAKTGLALIKDCCGATQCNIM. Result: 1 (interaction).